From a dataset of Catalyst prediction with 721,799 reactions and 888 catalyst types from USPTO. Predict which catalyst facilitates the given reaction. (1) Reactant: [Cl:1][C:2]1[C:10]2[N:9]([S:11]([C:14]3[CH:20]=[CH:19][C:17]([CH3:18])=[CH:16][CH:15]=3)(=[O:13])=[O:12])[CH:8]=[CH:7][C:6]=2[C:5]([CH:21]=O)=[C:4]([CH3:23])[CH:3]=1.C1C=CC(P(C2C=CC=CC=2)C2C=CC=CC=2)=CC=1.[C:43](Br)(Br)([Br:45])[Br:44]. Product: [Cl:1][C:2]1[CH:3]=[C:4]([CH3:23])[C:5]([CH:21]=[C:43]([Br:45])[Br:44])=[C:6]2[C:10]=1[N:9]([S:11]([C:14]1[CH:20]=[CH:19][C:17]([CH3:18])=[CH:16][CH:15]=1)(=[O:13])=[O:12])[CH:8]=[CH:7]2. The catalyst class is: 2. (2) Reactant: [CH3:1][C:2]1[N:3]=[C:4]([CH:7]([CH2:14][C:15]2[CH:20]=[CH:19][C:18]([O:21][CH2:22][CH2:23][C:24]3[CH:29]=[CH:28][CH:27]=[C:26]([NH:30][CH3:31])[N:25]=3)=[CH:17][CH:16]=2)[CH2:8][C:9]([O:11]CC)=[O:10])[S:5][CH:6]=1.[Li+].[OH-]. Product: [CH3:1][C:2]1[N:3]=[C:4]([CH:7]([CH2:14][C:15]2[CH:20]=[CH:19][C:18]([O:21][CH2:22][CH2:23][C:24]3[CH:29]=[CH:28][CH:27]=[C:26]([NH:30][CH3:31])[N:25]=3)=[CH:17][CH:16]=2)[CH2:8][C:9]([OH:11])=[O:10])[S:5][CH:6]=1. The catalyst class is: 20.